From a dataset of Peptide-MHC class II binding affinity with 134,281 pairs from IEDB. Regression. Given a peptide amino acid sequence and an MHC pseudo amino acid sequence, predict their binding affinity value. This is MHC class II binding data. (1) The peptide sequence is HVTVEHVGGPE. The MHC is H-2-IAs with pseudo-sequence H-2-IAs. The binding affinity (normalized) is 0. (2) The peptide sequence is ALAAAGLVGVLAGLAK. The MHC is DRB3_0101 with pseudo-sequence DRB3_0101. The binding affinity (normalized) is 0. (3) The binding affinity (normalized) is 0.0484. The MHC is HLA-DQA10101-DQB10501 with pseudo-sequence HLA-DQA10101-DQB10501. The peptide sequence is AAPGAAVASAAAPAS. (4) The peptide sequence is GPNELGRFKHTDACCRTH. The MHC is DRB1_0301 with pseudo-sequence DRB1_0301. The binding affinity (normalized) is 0. (5) The peptide sequence is TNTNPDQKCITALAS. The MHC is DRB1_0802 with pseudo-sequence DRB1_0802. The binding affinity (normalized) is 0.312. (6) The peptide sequence is LRLSALRGLFSAVIE. The MHC is DRB1_1201 with pseudo-sequence DRB1_1201. The binding affinity (normalized) is 1.00. (7) The peptide sequence is INLIGRGGDEALTGF. The MHC is DRB1_0401 with pseudo-sequence DRB1_0401. The binding affinity (normalized) is 0.381. (8) The peptide sequence is CDMLRLIDYNKAALS. The MHC is DRB1_0405 with pseudo-sequence DRB1_0405. The binding affinity (normalized) is 0.482. (9) The peptide sequence is AEMKTDAATLAQEAG. The MHC is HLA-DPA10201-DPB10501 with pseudo-sequence HLA-DPA10201-DPB10501. The binding affinity (normalized) is 0.117.